This data is from Reaction yield outcomes from USPTO patents with 853,638 reactions. The task is: Predict the reaction yield, written as a fraction of the theoretical maximum amount of product (1.0 means a 100% yield; for example, 0.34 means a 34% yield). (1) The catalyst is C1(C)C=CC=CC=1.C([O-])(=O)C.[Pd+2].C([O-])(=O)C. The reactants are Cl[C:2]1[N:7]=[C:6]([NH:8][C:9]2[CH:14]=[CH:13][C:12]3[O:15][CH2:16][CH2:17][O:18][C:11]=3[CH:10]=2)[C:5]([F:19])=[CH:4][N:3]=1.[NH2:20][C:21]1[CH:22]=[N:23][CH:24]=[CH:25][CH:26]=1.CC(C)([O-])C.[Na+].C1C=CC(P(C2C=CC3C(=CC=CC=3)C=2C2C3C(=CC=CC=3)C=CC=2P(C2C=CC=CC=2)C2C=CC=CC=2)C2C=CC=CC=2)=CC=1.C(N(CC)C(C)C)(C)C. The yield is 0.140. The product is [CH2:17]1[CH2:16][O:15][C:12]2[CH:13]=[CH:14][C:9]([NH:8][C:6]3[C:5]([F:19])=[CH:4][N:3]=[C:2]([NH:20][C:21]4[CH:22]=[N:23][CH:24]=[CH:25][CH:26]=4)[N:7]=3)=[CH:10][C:11]=2[O:18]1. (2) The reactants are [Br:1][C:2]1[CH:3]=[C:4]([CH:8]2[CH2:14][N:13]([C@@H](C3C=CC=CC=3)C)[CH2:12][CH2:11][CH2:10][O:9]2)[CH:5]=[CH:6][CH:7]=1.ClC(OC(Cl)C)=O.CO. The catalyst is ClCCCl. The yield is 0.970. The product is [Br:1][C:2]1[CH:3]=[C:4]([CH:8]2[CH2:14][NH:13][CH2:12][CH2:11][CH2:10][O:9]2)[CH:5]=[CH:6][CH:7]=1. (3) The reactants are [C:1]12([C:11]3[CH:27]=[CH:26][C:14]([O:15][CH2:16][C:17]([N:19]4[CH2:24][CH2:23][N:22]([CH3:25])[CH2:21][CH2:20]4)=[O:18])=[CH:13][CH:12]=3)[CH2:10][CH:5]3[CH2:6][CH:7]([CH2:9][CH:3]([CH2:4]3)[CH2:2]1)[CH2:8]2.[C:28]([OH:40])(=[O:39])[CH2:29][C:30]([CH2:35][C:36]([OH:38])=[O:37])([C:32]([OH:34])=[O:33])[OH:31]. No catalyst specified. The product is [C:28]([CH2:29][C:30]([CH2:35][C:36]([OH:38])=[O:37])([OH:31])[C:32]([O-:34])=[O:33])([OH:40])=[O:39].[C:1]12([C:11]3[CH:27]=[CH:26][C:14]([O:15][CH2:16][C:17]([N:19]4[CH2:24][CH2:23][NH+:22]([CH3:25])[CH2:21][CH2:20]4)=[O:18])=[CH:13][CH:12]=3)[CH2:10][CH:5]3[CH2:6][CH:7]([CH2:9][CH:3]([CH2:4]3)[CH2:2]1)[CH2:8]2. The yield is 0.940. (4) The reactants are [NH2:1][C:2]1[CH:3]=[C:4]([CH2:13][C:14]([O:16][CH3:17])=[O:15])[CH:5]=[CH:6][C:7]=1[O:8][CH2:9][CH:10]1[CH2:12][CH2:11]1.[CH3:18][S:19](Cl)(=[O:21])=[O:20]. The catalyst is N1C=CC=CC=1. The product is [CH:10]1([CH2:9][O:8][C:7]2[CH:6]=[CH:5][C:4]([CH2:13][C:14]([O:16][CH3:17])=[O:15])=[CH:3][C:2]=2[NH:1][S:19]([CH3:18])(=[O:21])=[O:20])[CH2:11][CH2:12]1. The yield is 0.943. (5) The product is [N:1]([CH2:21][CH2:20][CH2:19][C:18]([N:13]1[C@H:12]([CH2:5][C:6]2[CH:11]=[CH:10][CH:9]=[CH:8][CH:7]=2)[CH2:16][O:15][C:14]1=[O:17])=[O:23])=[N+:2]=[N-:3]. The yield is 0.980. The reactants are [N-:1]=[N+:2]=[N-:3].[Na+].[CH2:5]([C@@H:12]1[CH2:16][O:15][C:14](=[O:17])[N:13]1[C:18](=[O:23])[CH2:19][CH2:20][CH2:21]Br)[C:6]1[CH:11]=[CH:10][CH:9]=[CH:8][CH:7]=1.[Cl-].[Na+].C(OCC)(=O)C. The catalyst is CN(C)C=O. (6) The reactants are [NH:1]1[C:5]2[CH:6]=[CH:7][C:8]([C:10]([N:12]3[C@@H:21]4[C@@H:16]([C:17]5[C:25]([C:26]([NH2:28])=O)=[CH:24][CH:23]=[CH:22][C:18]=5[CH2:19][CH2:20]4)[CH2:15][CH2:14][CH2:13]3)=[O:11])=[CH:9][C:4]=2[N:3]=[CH:2]1. The catalyst is C(Cl)Cl.CO. The product is [NH:1]1[C:5]2[CH:6]=[CH:7][C:8]([C:10]([N:12]3[C@@H:21]4[C@@H:16]([C:17]5[C:25]([C:26]#[N:28])=[CH:24][CH:23]=[CH:22][C:18]=5[CH2:19][CH2:20]4)[CH2:15][CH2:14][CH2:13]3)=[O:11])=[CH:9][C:4]=2[N:3]=[CH:2]1. The yield is 0.660. (7) The reactants are [NH2:1][C:2]1[CH:10]=[CH:9][CH:8]=[C:7]2[C:3]=1[C:4](=[O:20])[N:5]([CH:12]1[CH2:17][CH2:16][C:15](=[O:18])[NH:14][C:13]1=[O:19])[C:6]2=[O:11].[O:21]([CH2:28][C:29](Cl)=[O:30])[C:22]1[CH:27]=[CH:26][CH:25]=[CH:24][CH:23]=1.CO. The catalyst is C1COCC1.C(OCC)C. The product is [O:19]=[C:13]1[CH:12]([N:5]2[C:4](=[O:20])[C:3]3[C:7](=[CH:8][CH:9]=[CH:10][C:2]=3[NH:1][C:29](=[O:30])[CH2:28][O:21][C:22]3[CH:27]=[CH:26][CH:25]=[CH:24][CH:23]=3)[C:6]2=[O:11])[CH2:17][CH2:16][C:15](=[O:18])[NH:14]1. The yield is 0.930.